Dataset: Reaction yield outcomes from USPTO patents with 853,638 reactions. Task: Predict the reaction yield, written as a fraction of the theoretical maximum amount of product (1.0 means a 100% yield; for example, 0.34 means a 34% yield). (1) The reactants are [OH:1][C:2]1[C:3](=[O:10])[CH:4]=[C:5]([CH3:9])[N:6]([CH3:8])[CH:7]=1.C[O:12][CH:13](O)[C:14]([F:17])([F:16])[F:15].C([O-])([O-])=O.[K+].[K+]. No catalyst specified. The product is [OH:1][C:2]1[C:3](=[O:10])[CH:4]=[C:5]([CH3:9])[N:6]([CH3:8])[C:7]=1[CH:13]([OH:12])[C:14]([F:17])([F:16])[F:15]. The yield is 0.390. (2) The reactants are [Cl:1][C:2]1[CH:3]=[C:4]([C:26](=[O:28])[CH3:27])[CH:5]=[CH:6][C:7]=1[N:8]1[C:13]2=[N:14][C:15]3[C:20]([Cl:21])=[CH:19][CH:18]=[C:17]([CH:22]([OH:25])[CH2:23][CH3:24])[C:16]=3[N:12]2[CH2:11][CH2:10][CH2:9]1.[O:29]1CC[CH2:31][CH2:30]1.C(OC(=O)C)(=O)C. The catalyst is N1C=CC=CC=1. The product is [C:30]([O:25][CH:22]([C:17]1[C:16]2[N:12]3[CH2:11][CH2:10][CH2:9][N:8]([C:7]4[CH:6]=[CH:5][C:4]([C:26](=[O:28])[CH3:27])=[CH:3][C:2]=4[Cl:1])[C:13]3=[N:14][C:15]=2[C:20]([Cl:21])=[CH:19][CH:18]=1)[CH2:23][CH3:24])(=[O:29])[CH3:31]. The yield is 0.700. (3) The reactants are [C:1]([O:5][C:6](=[O:23])[CH2:7][O:8][CH2:9][CH2:10][O:11][CH2:12][CH2:13][O:14][CH2:15][CH2:16][O:17][CH2:18][CH2:19][N:20]=[N+]=[N-])([CH3:4])([CH3:3])[CH3:2]. The catalyst is [Pd].C(O)C.C(Cl)(Cl)Cl. The product is [C:1]([O:5][C:6](=[O:23])[CH2:7][O:8][CH2:9][CH2:10][O:11][CH2:12][CH2:13][O:14][CH2:15][CH2:16][O:17][CH2:18][CH2:19][NH2:20])([CH3:4])([CH3:2])[CH3:3]. The yield is 1.00. (4) The reactants are [CH2:1]([N:8]1[CH2:12][CH:11]2[C:13](=O)[NH:14][C:15](=O)[CH:10]2[CH2:9]1)[C:2]1[CH:7]=[CH:6][CH:5]=[CH:4][CH:3]=1.[H-].[H-].[H-].[H-].[Li+].[Al+3]. The catalyst is C1COCC1. The product is [CH2:1]([N:8]1[CH2:9][CH:10]2[CH:11]([CH2:13][NH:14][CH2:15]2)[CH2:12]1)[C:2]1[CH:7]=[CH:6][CH:5]=[CH:4][CH:3]=1. The yield is 0.610. (5) The reactants are [N+:1]([C:4]1[CH:12]=[C:11]2[C:7]([C:8]([C:13]#[N:14])=[CH:9][NH:10]2)=[CH:6][CH:5]=1)([O-])=O. The catalyst is CCO.[Pd]. The product is [NH2:1][C:4]1[CH:12]=[C:11]2[C:7]([C:8]([C:13]#[N:14])=[CH:9][NH:10]2)=[CH:6][CH:5]=1. The yield is 0.990. (6) The reactants are [O:1]([C:8]([NH:10][CH2:11][C:12]1([C:19](OCC=C)=O)[CH2:17][CH2:16][CH2:15][CH2:14][C:13]1=[O:18])=[O:9])[C:2]1[CH:7]=[CH:6][CH:5]=[CH:4][CH:3]=1.[CH3:25][CH2:26]OC(C)=O. No catalyst specified. The product is [CH2:19]([C@:12]1([CH2:11][NH:10][C:8](=[O:9])[O:1][C:2]2[CH:3]=[CH:4][CH:5]=[CH:6][CH:7]=2)[CH2:17][CH2:16][CH2:15][CH2:14][C:13]1=[O:18])[CH:25]=[CH2:26]. The yield is 0.900. (7) The reactants are [CH2:1]([N:8]([CH2:19][C:20]1[CH:25]=[CH:24][CH:23]=[CH:22][CH:21]=1)[C:9]1[C:16]([CH3:17])=[CH:15][C:12]([CH:13]=[O:14])=[C:11]([CH3:18])[CH:10]=1)[C:2]1[CH:7]=[CH:6][CH:5]=[CH:4][CH:3]=1.[CH2:26](O)[CH2:27][OH:28].C1(C)C=CC(S(O)(=O)=O)=CC=1.S([O-])([O-])(=O)=O.[Mg+2]. The catalyst is C1(C)C=CC=CC=1.CCOC(C)=O. The product is [CH2:19]([N:8]([CH2:1][C:2]1[CH:3]=[CH:4][CH:5]=[CH:6][CH:7]=1)[C:9]1[CH:10]=[C:11]([CH3:18])[C:12]([CH:13]2[O:28][CH2:27][CH2:26][O:14]2)=[CH:15][C:16]=1[CH3:17])[C:20]1[CH:21]=[CH:22][CH:23]=[CH:24][CH:25]=1. The yield is 0.780. (8) The reactants are [CH3:1][C:2]1[CH:3]=[C:4]2[C:12]3=[C:13]([O:15][CH2:16][CH:17]([C:18]4[CH:23]=[CH:22][CH:21]=[CH:20][CH:19]=4)[N:11]3[C:10]3[CH2:9][CH2:8][CH2:7][C:6](=[O:24])[C:5]2=3)[CH:14]=1.FC(F)(F)C(O)=O.[Br-].[Li+].C(=O)([O-])[O-].[Li+].[Li+]. The catalyst is C(OCC)(=O)C.C(#N)C.C(Cl)Cl. The product is [CH3:1][C:2]1[CH:3]=[C:4]2[C:12]3=[C:13]([O:15][CH2:16][CH:17]([C:18]4[CH:19]=[CH:20][CH:21]=[CH:22][CH:23]=4)[N:11]3[C:10]3[C:5]2=[C:6]([OH:24])[CH:7]=[CH:8][CH:9]=3)[CH:14]=1. The yield is 0.145. (9) The reactants are COC([N:5]1[CH2:10][C@@H:9]([CH2:11][C@@H:12]([CH2:16][CH3:17])[CH2:13][CH2:14][CH3:15])[C:8](=[O:18])N(C)[C@@H]1C(C)(C)C)=O.Cl.[O:25]1CCOCC1. No catalyst specified. The product is [NH2:5][CH2:10][C@@H:9]([CH2:11][C@@H:12]([CH2:16][CH3:17])[CH2:13][CH2:14][CH3:15])[C:8]([OH:18])=[O:25]. The yield is 0.570. (10) The reactants are Br[C:2]1[CH:7]=[CH:6][CH:5]=[CH:4][N:3]=1.[CH2:8]([OH:12])[CH2:9][C:10]#[CH:11]. No catalyst specified. The product is [N:3]1[CH:4]=[CH:5][CH:6]=[CH:7][C:2]=1[C:11]#[C:10][CH2:9][CH2:8][OH:12]. The yield is 0.640.